This data is from Forward reaction prediction with 1.9M reactions from USPTO patents (1976-2016). The task is: Predict the product of the given reaction. (1) Given the reactants S(Cl)(Cl)=O.[Cl:5][C:6]1[CH:11]=[C:10]([F:12])[C:9]([N:13]2[C:18](=[O:19])[CH:17]=[C:16]([C:20]([F:23])([F:22])[F:21])[N:15]([CH3:24])[C:14]2=[O:25])=[CH:8][C:7]=1[S:26]([NH-:29])(=[O:28])=[O:27].N1C=CC=CC=1.[C:36](Cl)(Cl)=[O:37], predict the reaction product. The product is: [Cl:5][C:6]1[CH:11]=[C:10]([F:12])[C:9]([N:13]2[C:18](=[O:19])[CH:17]=[C:16]([C:20]([F:22])([F:23])[F:21])[N:15]([CH3:24])[C:14]2=[O:25])=[CH:8][C:7]=1[S:26]([N:29]=[C:36]=[O:37])(=[O:27])=[O:28]. (2) The product is: [N:13]1([C:16]([C:22]2[CH:27]=[CH:26][CH:25]=[CH:24][CH:23]=2)([CH3:21])[C:17]([O:9][C@@H:3]2[CH:4]3[CH2:7][CH2:8][N:1]([CH2:6][CH2:5]3)[CH2:2]2)=[O:18])[CH2:14][CH2:15][O:10][CH2:11][CH2:12]1. Given the reactants [N:1]12[CH2:8][CH2:7][CH:4]([CH2:5][CH2:6]1)[C@@H:3]([OH:9])[CH2:2]2.[O:10]1[CH2:15][CH2:14][N:13]([C:16]([C:22]2[CH:27]=[CH:26][CH:25]=[CH:24][CH:23]=2)([CH3:21])[C:17](OC)=[O:18])[CH2:12][CH2:11]1.[H-].[Na+], predict the reaction product. (3) Given the reactants [F:1][C:2]1[CH:6]=[N:5][N:4]([CH3:7])[C:3]=1[C:8]1[CH:9]=[C:10]([NH2:16])[CH:11]=[CH:12][C:13]=1[O:14][CH3:15].[F:17][C:18]([F:29])([F:28])[C:19]1[CH:24]=[CH:23][C:22]([N:25]=[C:26]=[O:27])=[CH:21][CH:20]=1, predict the reaction product. The product is: [F:1][C:2]1[CH:6]=[N:5][N:4]([CH3:7])[C:3]=1[C:8]1[CH:9]=[C:10]([NH:16][C:26]([NH:25][C:22]2[CH:21]=[CH:20][C:19]([C:18]([F:17])([F:28])[F:29])=[CH:24][CH:23]=2)=[O:27])[CH:11]=[CH:12][C:13]=1[O:14][CH3:15].